This data is from NCI-60 drug combinations with 297,098 pairs across 59 cell lines. The task is: Regression. Given two drug SMILES strings and cell line genomic features, predict the synergy score measuring deviation from expected non-interaction effect. (1) Drug 1: CN(C)C1=NC(=NC(=N1)N(C)C)N(C)C. Drug 2: CCC(=C(C1=CC=CC=C1)C2=CC=C(C=C2)OCCN(C)C)C3=CC=CC=C3.C(C(=O)O)C(CC(=O)O)(C(=O)O)O. Cell line: SK-OV-3. Synergy scores: CSS=-0.707, Synergy_ZIP=-0.636, Synergy_Bliss=-3.97, Synergy_Loewe=-4.99, Synergy_HSA=-4.53. (2) Drug 1: C1=C(C(=O)NC(=O)N1)N(CCCl)CCCl. Drug 2: CC1C(C(CC(O1)OC2CC(CC3=C2C(=C4C(=C3O)C(=O)C5=CC=CC=C5C4=O)O)(C(=O)C)O)N)O. Cell line: T-47D. Synergy scores: CSS=43.4, Synergy_ZIP=-5.05, Synergy_Bliss=-8.20, Synergy_Loewe=-3.78, Synergy_HSA=-2.43. (3) Drug 1: C(=O)(N)NO. Drug 2: C1=NNC2=C1C(=O)NC=N2. Cell line: SN12C. Synergy scores: CSS=0.310, Synergy_ZIP=-0.416, Synergy_Bliss=-2.07, Synergy_Loewe=-1.77, Synergy_HSA=-2.42.